From a dataset of Forward reaction prediction with 1.9M reactions from USPTO patents (1976-2016). Predict the product of the given reaction. (1) Given the reactants P([O-])([O-])([O-])=O.[K+].[K+].[K+].C1(P(C2C=CC=CC=2)C2C=CC=CC=2)C=CC=CC=1.[Cl:28][C:29]1[CH:34]=[CH:33][C:32]([Cl:35])=[CH:31][C:30]=1I.[F:37][C:38]1[CH:39]=[CH:40][C:41]([OH:47])=[C:42](B(O)O)[CH:43]=1, predict the reaction product. The product is: [Cl:28][C:29]1[CH:34]=[CH:33][C:32]([Cl:35])=[CH:31][C:30]=1[C:40]1[C:41]([OH:47])=[CH:42][CH:43]=[C:38]([F:37])[CH:39]=1. (2) Given the reactants C([O:3][C:4](=[O:62])[CH2:5][C:6]1[CH:11]=[CH:10][C:9]([C:12]2[O:13][C:14]([CH3:61])=[C:15]([CH2:17][O:18][C:19]3[CH:58]=[CH:57][C:22]([CH2:23][O:24][C:25]4[C:29](/[CH:30]=[CH:31]/[C:32]5[N:33]=[C:34]([N:38]6[CH2:43][CH2:42][N:41]([C:44]([O:46][C:47]([CH3:50])([CH3:49])[CH3:48])=[O:45])[CH2:40][CH2:39]6)[S:35][C:36]=5[CH3:37])=[CH:28][N:27]([C:51]5[CH:56]=[CH:55][CH:54]=[CH:53][CH:52]=5)[N:26]=4)=[CH:21][C:20]=3[O:59][CH3:60])[N:16]=2)=[CH:8][CH:7]=1)C.O1CCCC1.[OH-].[Na+].Cl, predict the reaction product. The product is: [C:47]([O:46][C:44]([N:41]1[CH2:42][CH2:43][N:38]([C:34]2[S:35][C:36]([CH3:37])=[C:32](/[CH:31]=[CH:30]/[C:29]3[C:25]([O:24][CH2:23][C:22]4[CH:57]=[CH:58][C:19]([O:18][CH2:17][C:15]5[N:16]=[C:12]([C:9]6[CH:10]=[CH:11][C:6]([CH2:5][C:4]([OH:62])=[O:3])=[CH:7][CH:8]=6)[O:13][C:14]=5[CH3:61])=[C:20]([O:59][CH3:60])[CH:21]=4)=[N:26][N:27]([C:51]4[CH:56]=[CH:55][CH:54]=[CH:53][CH:52]=4)[CH:28]=3)[N:33]=2)[CH2:39][CH2:40]1)=[O:45])([CH3:48])([CH3:50])[CH3:49].